This data is from Full USPTO retrosynthesis dataset with 1.9M reactions from patents (1976-2016). The task is: Predict the reactants needed to synthesize the given product. (1) Given the product [CH3:1][C:2]1[C:10]2[C:5](=[C:6]([CH2:15][O:16][CH2:17][C:18]3([C:31]4[CH:32]=[CH:33][CH:34]=[CH:35][CH:36]=4)[CH2:19][CH2:20][NH:21][CH2:22][CH2:23]3)[CH:7]=[C:8]([C:11]([F:12])([F:13])[F:14])[CH:9]=2)[NH:4][N:3]=1, predict the reactants needed to synthesize it. The reactants are: [CH3:1][C:2]1[N:3](COCC[Si](C)(C)C)[N:4]=[C:5]2[C:10]=1[CH:9]=[C:8]([C:11]([F:14])([F:13])[F:12])[CH:7]=[C:6]2[CH2:15][O:16][CH2:17][C:18]1([C:31]2[CH:36]=[CH:35][CH:34]=[CH:33][CH:32]=2)[CH2:23][CH2:22][N:21](C(OC(C)(C)C)=O)[CH2:20][CH2:19]1.FC(F)(F)C(O)=O.C(Cl)Cl. (2) Given the product [Cl:1][C:2]1[C:6]2[CH:7]=[C:8]([CH:13]=[O:14])[C:9]([N:27]3[CH2:26][C@@H:25]([CH3:24])[O:30][C@H:29]([CH3:31])[CH2:28]3)=[C:10]([F:11])[C:5]=2[O:4][N:3]=1, predict the reactants needed to synthesize it. The reactants are: [Cl:1][C:2]1[C:6]2[CH:7]=[C:8]([CH:13]=[O:14])[C:9](F)=[C:10]([F:11])[C:5]=2[O:4][N:3]=1.C(N(C(C)C)CC)(C)C.[CH3:24][C@H:25]1[O:30][C@H:29]([CH3:31])[CH2:28][NH:27][CH2:26]1. (3) Given the product [NH:1]1[C:9]2[C:4](=[C:5]([C:10]3[N:11]=[C:12]([N:24]4[CH2:25][CH2:26][O:27][CH2:28][CH2:29]4)[C:13]4[S:18][C:17]([CH2:19][CH2:23][C:30]([N:32]([CH3:36])[CH3:33])=[O:31])=[CH:16][C:14]=4[N:15]=3)[CH:6]=[CH:7][CH:8]=2)[CH:3]=[N:2]1, predict the reactants needed to synthesize it. The reactants are: [NH:1]1[C:9]2[C:4](=[C:5]([C:10]3[N:11]=[C:12]([N:24]4[CH2:29][CH2:28][O:27][CH2:26][CH2:25]4)[C:13]4[S:18][C:17]([CH:19]([CH3:23])C(O)=O)=[CH:16][C:14]=4[N:15]=3)[CH:6]=[CH:7][CH:8]=2)[CH:3]=[N:2]1.[C:30](N1C=CN=C1)([N:32]1[CH:36]=CN=[CH:33]1)=[O:31].C(N(CC)CC)C.Cl.CNC. (4) Given the product [CH3:47][C:48]1[CH:53]=[CH:52][N:51]2[CH:54]=[C:55]([CH2:57][C@@H:58]3[CH2:63][CH2:62][CH2:61][CH2:60][N:59]3[C:8]([C:6]3[C:5]([O:11][CH2:12][CH:13]([CH3:15])[CH3:14])=[CH:4][CH:3]=[C:2]([CH3:1])[N:7]=3)=[O:10])[N:56]=[C:50]2[C:49]=1[CH3:64], predict the reactants needed to synthesize it. The reactants are: [CH3:1][C:2]1[N:7]=[C:6]([C:8]([OH:10])=O)[C:5]([O:11][CH2:12][CH:13]([CH3:15])[CH3:14])=[CH:4][CH:3]=1.CN(C(ON1N=NC2C=CC=CC1=2)=[N+](C)C)C.[B-](F)(F)(F)F.CCN(C(C)C)C(C)C.[CH3:47][C:48]1[CH:53]=[CH:52][N:51]2[CH:54]=[C:55]([CH2:57][C@@H:58]3[CH2:63][CH2:62][CH2:61][CH2:60][NH:59]3)[N:56]=[C:50]2[C:49]=1[CH3:64].